This data is from Full USPTO retrosynthesis dataset with 1.9M reactions from patents (1976-2016). The task is: Predict the reactants needed to synthesize the given product. (1) The reactants are: C1(C2N=C(C3C4CCCCC=4SC=3NC(N3[CH2:21][CH2:20][CH2:19][C@@H:18]3[C:22]([OH:24])=O)=O)ON=2)CC1.[F:29][C:30]([F:40])([F:39])[C:31]1[N:32]=[C:33]([CH2:36][C:37]#[N:38])[S:34][CH:35]=1.O1CCC(=O)CC1. Given the product [O:24]1[CH2:21][CH2:20][C:19](=[C:36]([C:33]2[S:34][CH:35]=[C:31]([C:30]([F:29])([F:39])[F:40])[N:32]=2)[C:37]#[N:38])[CH2:18][CH2:22]1, predict the reactants needed to synthesize it. (2) Given the product [CH3:9][CH:8]1[NH:1][C:4]2[CH:14]=[CH:13][CH:12]=[CH:11][C:5]=2[O:6][CH2:7]1, predict the reactants needed to synthesize it. The reactants are: [N+:1]([C:4]1[CH:14]=[CH:13][CH:12]=[CH:11][C:5]=1[O:6][CH2:7][C:8](=O)[CH3:9])([O-])=O. (3) The reactants are: [C:1]([CH2:4][C:5]1[C:13]2[C:8](=[CH:9][CH:10]=[CH:11][CH:12]=2)[N:7]([C:14]2[CH:19]=[CH:18][CH:17]=[C:16]([C:20]([OH:22])=[O:21])[CH:15]=2)[C:6]=1[C:23]([OH:25])=[O:24])([OH:3])=[O:2].OS(O)(=O)=O.[CH2:31](O)[CH3:32]. Given the product [C:20]([C:16]1[CH:15]=[C:14]([N:7]2[C:8]3[C:13](=[CH:12][CH:11]=[CH:10][CH:9]=3)[C:5]([CH2:4][C:1]([O:3][CH2:31][CH3:32])=[O:2])=[C:6]2[C:23]([OH:25])=[O:24])[CH:19]=[CH:18][CH:17]=1)([OH:22])=[O:21], predict the reactants needed to synthesize it. (4) Given the product [C:35]([O:34][C:32]([N:19]1[C:20]2[C:16](=[CH:15][C:14]([S:13][CH:10]3[CH2:11][CH2:12][N:8]([C:6]([O:5][C:1]([CH3:4])([CH3:2])[CH3:3])=[O:7])[CH2:9]3)=[CH:22][CH:21]=2)[CH:17]=[N:18]1)=[O:33])([CH3:38])([CH3:37])[CH3:36], predict the reactants needed to synthesize it. The reactants are: [C:1]([O:5][C:6]([N:8]1[CH2:12][CH2:11][CH:10]([S:13][C:14]2[CH:15]=[C:16]3[C:20](=[CH:21][CH:22]=2)[NH:19][N:18]=[CH:17]3)[CH2:9]1)=[O:7])([CH3:4])([CH3:3])[CH3:2].CN(C1C=CC=CN=1)C.[C:32](O[C:32]([O:34][C:35]([CH3:38])([CH3:37])[CH3:36])=[O:33])([O:34][C:35]([CH3:38])([CH3:37])[CH3:36])=[O:33]. (5) Given the product [C:20]([Si:7]([C:14]1[CH:19]=[CH:18][CH:17]=[CH:16][CH:15]=1)([C:8]1[CH:13]=[CH:12][CH:11]=[CH:10][CH:9]=1)[O:6][CH2:5][C:4]([C:3]1[N:27]=[C:28]([NH2:30])[S:29][CH:2]=1)([CH3:25])[CH3:24])([CH3:23])([CH3:22])[CH3:21], predict the reactants needed to synthesize it. The reactants are: Br[CH2:2][C:3](=O)[C:4]([CH3:25])([CH3:24])[CH2:5][O:6][Si:7]([C:20]([CH3:23])([CH3:22])[CH3:21])([C:14]1[CH:19]=[CH:18][CH:17]=[CH:16][CH:15]=1)[C:8]1[CH:13]=[CH:12][CH:11]=[CH:10][CH:9]=1.[NH2:27][C:28]([NH2:30])=[S:29].O. (6) The reactants are: [CH3:1][O:2][C:3](=[O:6])[CH:4]=[CH2:5].CN(C1CCCCC1)C1CCCCC1.I[C:22]1[CH:27]=[CH:26][C:25]([O:28][C:29](=[O:38])[N:30]([CH3:37])[C:31]2[CH:36]=[CH:35][CH:34]=[CH:33][CH:32]=2)=[CH:24][CH:23]=1. Given the product [CH3:1][O:2][C:3](=[O:6])[CH:4]=[CH:5][C:22]1[CH:23]=[CH:24][C:25]([O:28][C:29](=[O:38])[N:30]([CH3:37])[C:31]2[CH:36]=[CH:35][CH:34]=[CH:33][CH:32]=2)=[CH:26][CH:27]=1, predict the reactants needed to synthesize it. (7) Given the product [Cl:1][C:2]1[CH:3]=[CH:4][C:5]([N:8]2[C:11](=[O:12])[C@H:10]([S:13][CH2:14][C:15]([C:17]3[CH:22]=[CH:21][C:20]([Cl:23])=[CH:19][CH:18]=3)=[O:16])[C@H:9]2[C:24]2[CH:25]=[CH:26][C:27]([O:28][CH2:29][C:30]([NH:43][CH2:44][C:45]([OH:47])=[O:46])=[O:31])=[CH:33][CH:34]=2)=[CH:6][CH:7]=1, predict the reactants needed to synthesize it. The reactants are: [Cl:1][C:2]1[CH:7]=[CH:6][C:5]([N:8]2[C:11](=[O:12])[C@H:10]([S:13][CH2:14][C:15]([C:17]3[CH:22]=[CH:21][C:20]([Cl:23])=[CH:19][CH:18]=3)=[O:16])[C@H:9]2[C:24]2[CH:34]=[CH:33][C:27]([O:28][CH2:29][C:30](O)=[O:31])=[CH:26][CH:25]=2)=[CH:4][CH:3]=1.CN1CCOCC1.Cl.[NH2:43][CH2:44][C:45]([O:47]C(C)(C)C)=[O:46].CN(C(ON1N=NC2C=CC=CC1=2)=[N+](C)C)C.[B-](F)(F)(F)F.